Dataset: Peptide-MHC class II binding affinity with 134,281 pairs from IEDB. Task: Regression. Given a peptide amino acid sequence and an MHC pseudo amino acid sequence, predict their binding affinity value. This is MHC class II binding data. (1) The peptide sequence is AEVELRQHGSEEWEP. The MHC is DRB1_1001 with pseudo-sequence DRB1_1001. The binding affinity (normalized) is 0.0629. (2) The peptide sequence is MDLADLFNAQPGLTS. The MHC is H-2-IAb with pseudo-sequence H-2-IAb. The binding affinity (normalized) is 0.199.